The task is: Predict which catalyst facilitates the given reaction.. This data is from Catalyst prediction with 721,799 reactions and 888 catalyst types from USPTO. (1) Reactant: C[Si](C)(C)[C:3]1[CH:4]=[C:5]([N:22]2[C:34]3[CH:33]=[CH:32][CH:31]=[CH:30][C:29]=3[C:28]3[C:23]2=[CH:24][CH:25]=[CH:26][CH:27]=3)[CH:6]=[C:7]([N:9]2[C:21]3[CH:20]=[CH:19][CH:18]=[CH:17][C:16]=3[C:15]3[C:10]2=[CH:11][CH:12]=[CH:13][CH:14]=3)[CH:8]=1.[Br:37]N1C(=O)CCC1=O. The catalyst class is: 9. Product: [Br:37][C:3]1[CH:4]=[C:5]([N:22]2[C:34]3[CH:33]=[CH:32][CH:31]=[CH:30][C:29]=3[C:28]3[C:23]2=[CH:24][CH:25]=[CH:26][CH:27]=3)[CH:6]=[C:7]([N:9]2[C:21]3[CH:20]=[CH:19][CH:18]=[CH:17][C:16]=3[C:15]3[C:10]2=[CH:11][CH:12]=[CH:13][CH:14]=3)[CH:8]=1. (2) Reactant: [OH-:1].[Li+].[C:3]([C:6]1[CH:29]=[CH:28][C:9]([O:10][CH2:11][C:12]2[CH:27]=[CH:26][C:15]([C:16]([C:18]3[CH:19]=[N:20][CH:21]=[C:22]([CH:25]=3)[C:23]#N)=[O:17])=[CH:14][CH:13]=2)=[C:8]([CH2:30][CH2:31][CH3:32])[C:7]=1[OH:33])(=[O:5])[CH3:4].[OH2:34]. Product: [C:3]([C:6]1[CH:29]=[CH:28][C:9]([O:10][CH2:11][C:12]2[CH:27]=[CH:26][C:15]([C:16]([C:18]3[CH:19]=[N:20][CH:21]=[C:22]([CH:25]=3)[C:23]([OH:34])=[O:1])=[O:17])=[CH:14][CH:13]=2)=[C:8]([CH2:30][CH2:31][CH3:32])[C:7]=1[OH:33])(=[O:5])[CH3:4]. The catalyst class is: 440.